This data is from Catalyst prediction with 721,799 reactions and 888 catalyst types from USPTO. The task is: Predict which catalyst facilitates the given reaction. (1) Reactant: [N+:1]([C:4]1[CH:9]=[CH:8][C:7]([N:10]=[C:11]=[O:12])=[CH:6][CH:5]=1)([O-:3])=[O:2].[C:13]1([CH:19]([NH2:21])[CH3:20])[CH:18]=[CH:17][CH:16]=[CH:15][CH:14]=1. Product: [N+:1]([C:4]1[CH:5]=[CH:6][C:7]([NH:10][C:11]([NH:21][CH:19]([C:13]2[CH:18]=[CH:17][CH:16]=[CH:15][CH:14]=2)[CH3:20])=[O:12])=[CH:8][CH:9]=1)([O-:3])=[O:2]. The catalyst class is: 13. (2) Reactant: [Cl:1][C:2]1[CH:7]=[CH:6][C:5]([S:8]([NH:11][C:12]2[C:13]([C:19]([NH:21][NH2:22])=O)=[N:14][CH:15]=[C:16]([Cl:18])[CH:17]=2)(=[O:10])=[O:9])=[CH:4][C:3]=1[C:23]([F:26])([F:25])[F:24].[CH3:27]OC(OC)OC.C(#N)C.[O:37]([C:39]1[CH:45]=[CH:44][C:43]([F:46])=[CH:42][C:40]=1[NH2:41])[CH3:38]. Product: [Cl:1][C:2]1[CH:7]=[CH:6][C:5]([S:8]([NH:11][C:12]2[C:13]([C:19]3[N:41]([C:40]4[CH:42]=[C:43]([F:46])[CH:44]=[CH:45][C:39]=4[O:37][CH3:38])[CH:27]=[N:22][N:21]=3)=[N:14][CH:15]=[C:16]([Cl:18])[CH:17]=2)(=[O:9])=[O:10])=[CH:4][C:3]=1[C:23]([F:24])([F:26])[F:25]. The catalyst class is: 15. (3) Reactant: [Cl:1][C:2]1[CH:7]=[CH:6][C:5]([NH:8][C:9]2[C:14]([NH2:15])=[CH:13][CH:12]=[CH:11][N:10]=2)=[CH:4][C:3]=1[F:16].[CH:17]1([NH:20][C:21](=[O:25])[C:22](O)=O)[CH2:19][CH2:18]1.CC1C=CC=C(C)N=1.C(P1(=O)OP(=O)(CCC)OP(=O)(CCC)O1)CC. Product: [Cl:1][C:2]1[CH:7]=[CH:6][C:5]([N:8]2[C:9]3=[N:10][CH:11]=[CH:12][CH:13]=[C:14]3[N:15]=[C:22]2[C:21]([NH:20][CH:17]2[CH2:19][CH2:18]2)=[O:25])=[CH:4][C:3]=1[F:16]. The catalyst class is: 504. (4) Reactant: [C:1](OC(O[C:1]([CH3:4])([CH3:3])[CH3:2])N(C)C)([CH3:4])([CH3:3])[CH3:2].[CH2:15]([O:22][C:23]([N:25]1[CH2:50][CH2:49][C:28]2([N:32]([C:33]3[CH:38]=[CH:37][CH:36]=[CH:35][CH:34]=3)[CH2:31][N:30]([C:39]3[CH:47]=[CH:46][C:42]([C:43]([OH:45])=[O:44])=[CH:41][CH:40]=3)[C:29]2=[O:48])[CH2:27][CH2:26]1)=[O:24])[C:16]1[CH:21]=[CH:20][CH:19]=[CH:18][CH:17]=1. Product: [C:1]([O:44][C:43]([C:42]1[CH:41]=[CH:40][C:39]([N:30]2[C:29](=[O:48])[C:28]3([CH2:27][CH2:26][N:25]([C:23]([O:22][CH2:15][C:16]4[CH:21]=[CH:20][CH:19]=[CH:18][CH:17]=4)=[O:24])[CH2:50][CH2:49]3)[N:32]([C:33]3[CH:38]=[CH:37][CH:36]=[CH:35][CH:34]=3)[CH2:31]2)=[CH:47][CH:46]=1)=[O:45])([CH3:4])([CH3:3])[CH3:2]. The catalyst class is: 11.